This data is from Full USPTO retrosynthesis dataset with 1.9M reactions from patents (1976-2016). The task is: Predict the reactants needed to synthesize the given product. (1) Given the product [Br:33][CH2:24][C:21]1[CH:22]=[CH:23][C:18]([C:13]2[C:12]([S:9]([N:8]([C:3]3[C:2]([CH3:1])=[C:6]([CH3:7])[O:5][N:4]=3)[CH2:30][O:31][CH3:32])(=[O:11])=[O:10])=[CH:17][CH:16]=[CH:15][CH:14]=2)=[C:19]([CH2:26][O:27][CH2:28][CH3:29])[CH:20]=1, predict the reactants needed to synthesize it. The reactants are: [CH3:1][C:2]1[C:3]([N:8]([CH2:30][O:31][CH3:32])[S:9]([C:12]2[C:13]([C:18]3[CH:23]=[CH:22][C:21]([CH2:24]O)=[CH:20][C:19]=3[CH2:26][O:27][CH2:28][CH3:29])=[CH:14][CH:15]=[CH:16][CH:17]=2)(=[O:11])=[O:10])=[N:4][O:5][C:6]=1[CH3:7].[Br-:33]. (2) Given the product [F:19][C:13]1[CH:14]=[C:15]([F:18])[CH:16]=[C:17]2[C:12]=1[CH2:11][CH2:10][C:9]2([NH:8][C:6](=[O:7])[O:5][C:1]([CH3:3])([CH3:2])[CH3:4])[CH2:20][OH:21], predict the reactants needed to synthesize it. The reactants are: [C:1]([O:5][C:6]([NH:8][C:9]1([C:20](OC)=[O:21])[C:17]2[C:12](=[C:13]([F:19])[CH:14]=[C:15]([F:18])[CH:16]=2)[CH2:11][CH2:10]1)=[O:7])([CH3:4])([CH3:3])[CH3:2].[H-].[H-].[H-].[H-].[Li+].[Al+3]. (3) Given the product [C:1]([O:4][C@@H:5]1[C@@H:10]([O:11][C:12](=[O:14])[CH3:13])[C@H:9]([O:15][C:16](=[O:18])[CH3:17])[C@@H:8]([CH2:19][O:20][C:21](=[O:23])[CH3:22])[O:7][C@H:6]1[O:24][C:25]1[C:29]([CH2:30][C:31]2[CH:36]=[CH:35][C:34]([O:37][CH2:38][CH2:39][CH2:40][NH:41][C:57](=[O:58])[CH2:56][NH:55][C:53]([O:52][CH2:45][C:46]3[CH:47]=[CH:48][CH:49]=[CH:50][CH:51]=3)=[O:54])=[CH:33][CH:32]=2)=[C:28]([CH:42]([CH3:44])[CH3:43])[NH:27][N:26]=1)(=[O:3])[CH3:2], predict the reactants needed to synthesize it. The reactants are: [C:1]([O:4][C@@H:5]1[C@@H:10]([O:11][C:12](=[O:14])[CH3:13])[C@H:9]([O:15][C:16](=[O:18])[CH3:17])[C@@H:8]([CH2:19][O:20][C:21](=[O:23])[CH3:22])[O:7][C@H:6]1[O:24][C:25]1[C:29]([CH2:30][C:31]2[CH:36]=[CH:35][C:34]([O:37][CH2:38][CH2:39][CH2:40][NH2:41])=[CH:33][CH:32]=2)=[C:28]([CH:42]([CH3:44])[CH3:43])[NH:27][N:26]=1)(=[O:3])[CH3:2].[CH2:45]([O:52][C:53]([NH:55][CH2:56][C:57](O)=[O:58])=[O:54])[C:46]1[CH:51]=[CH:50][CH:49]=[CH:48][CH:47]=1.ON1C2C=CC=CC=2N=N1.Cl.C(N=C=NCCCN(C)C)C. (4) Given the product [CH2:1]([N:8]1[C:13]([CH3:14])=[CH:12][C:11]([C:15]([N:32]2[CH2:31][CH2:30][S:29][C:28]2=[S:27])=[O:17])=[C:10]([O:18][CH2:19][C:20]2[CH:21]=[CH:22][CH:23]=[CH:24][CH:25]=2)[C:9]1=[O:26])[C:2]1[CH:3]=[CH:4][CH:5]=[CH:6][CH:7]=1, predict the reactants needed to synthesize it. The reactants are: [CH2:1]([N:8]1[C:13]([CH3:14])=[CH:12][C:11]([C:15]([OH:17])=O)=[C:10]([O:18][CH2:19][C:20]2[CH:25]=[CH:24][CH:23]=[CH:22][CH:21]=2)[C:9]1=[O:26])[C:2]1[CH:7]=[CH:6][CH:5]=[CH:4][CH:3]=1.[SH:27][C:28]1[S:29][CH2:30][CH2:31][N:32]=1.CN(C1C=CC=CN=1)C.C1(N=C=NC2CCCCC2)CCCCC1. (5) Given the product [NH2:10][CH2:11][C:12]1([C:18]([NH:20][C:21]2[CH:26]=[CH:25][C:24]([C:27]([F:30])([F:29])[F:28])=[CH:23][N:22]=2)=[O:19])[CH2:17][CH2:16][N:15]([C:32]2[C:33]3[CH:40]=[CH:39][NH:38][C:34]=3[N:35]=[CH:36][N:37]=2)[CH2:14][CH2:13]1, predict the reactants needed to synthesize it. The reactants are: C(N(C(C)C)C(C)C)C.[NH2:10][CH2:11][C:12]1([C:18]([NH:20][C:21]2[CH:26]=[CH:25][C:24]([C:27]([F:30])([F:29])[F:28])=[CH:23][N:22]=2)=[O:19])[CH2:17][CH2:16][NH:15][CH2:14][CH2:13]1.Cl[C:32]1[C:33]2[CH:40]=[CH:39][NH:38][C:34]=2[N:35]=[CH:36][N:37]=1. (6) Given the product [CH2:29]([CH:31]([C:34]1[CH:35]=[CH:36][N+:37]([O-:13])=[CH:38][CH:39]=1)[CH2:32][CH3:33])[CH3:30], predict the reactants needed to synthesize it. The reactants are: C(C1C=CN=C(C(O)=[O:13])C=1)CC(C)C.C(C1C=CN=C(C(O)=O)C=1)CCCC.[CH2:29]([CH:31]([C:34]1[CH:39]=[CH:38][N:37]=[CH:36][CH:35]=1)[CH2:32][CH3:33])[CH3:30].OO. (7) Given the product [C:4]1([C:1]2[CH:2]=[C:20]([CH2:21][CH2:22][CH3:23])[NH:28][N:27]=2)[CH:9]=[CH:8][CH:7]=[CH:6][CH:5]=1, predict the reactants needed to synthesize it. The reactants are: [C:1]([C:4]1[CH:9]=[CH:8][CH:7]=[CH:6][CH:5]=1)(=O)[CH3:2].[Li+].C[Si]([N-][Si](C)(C)C)(C)C.[C:20](Cl)(=O)[CH2:21][CH2:22][CH3:23].O.[NH2:27][NH2:28]. (8) Given the product [CH3:1][O:2][C:3](=[O:16])[C:4]1[CH:9]=[CH:8][C:7]([O:10][CH2:11][CH2:12][CH2:13][CH3:14])=[CH:6][C:5]=1[N:15]=[CH:19][N:22]([CH3:24])[CH3:23], predict the reactants needed to synthesize it. The reactants are: [CH3:1][O:2][C:3](=[O:16])[C:4]1[CH:9]=[CH:8][C:7]([O:10][CH2:11][CH2:12][CH2:13][CH3:14])=[CH:6][C:5]=1[NH2:15].CO[CH:19]([N:22]([CH3:24])[CH3:23])OC. (9) The reactants are: [F:1][C:2]1[CH:7]=[CH:6][C:5]([C@H:8]2[CH2:12][N:11]([S:13]([C:16]3[N:17]=[CH:18][N:19]([CH3:21])[CH:20]=3)(=[O:15])=[O:14])[CH2:10][C@@H:9]2[NH2:22])=[CH:4][CH:3]=1.ClCCl.[Br:26][C:27]1[CH:32]=[CH:31][CH:30]=[CH:29][C:28]=1[CH2:33][C:34](O)=[O:35].Cl.C(N=C=NCCCN(C)C)C. Given the product [Br:26][C:27]1[CH:32]=[CH:31][CH:30]=[CH:29][C:28]=1[CH2:33][C:34]([NH:22][C@@H:9]1[C@@H:8]([C:5]2[CH:6]=[CH:7][C:2]([F:1])=[CH:3][CH:4]=2)[CH2:12][N:11]([S:13]([C:16]2[N:17]=[CH:18][N:19]([CH3:21])[CH:20]=2)(=[O:15])=[O:14])[CH2:10]1)=[O:35], predict the reactants needed to synthesize it.